Predict the reactants needed to synthesize the given product. From a dataset of Full USPTO retrosynthesis dataset with 1.9M reactions from patents (1976-2016). Given the product [Br:1][C:2]1[CH:10]=[CH:9][CH:8]=[C:7]2[C:3]=1[C:4]([C:11](=[O:16])[C:12]([F:14])([F:15])[F:13])=[CH:5][N:6]2[CH2:23][CH2:22][O:21][C:20]([F:33])([F:32])[F:19], predict the reactants needed to synthesize it. The reactants are: [Br:1][C:2]1[CH:10]=[CH:9][CH:8]=[C:7]2[C:3]=1[C:4]([C:11](=[O:16])[C:12]([F:15])([F:14])[F:13])=[CH:5][NH:6]2.[H-].[Na+].[F:19][C:20]([F:33])([F:32])[O:21][CH2:22][CH2:23]OS(C(F)(F)F)(=O)=O.